From a dataset of Peptide-MHC class II binding affinity with 134,281 pairs from IEDB. Regression. Given a peptide amino acid sequence and an MHC pseudo amino acid sequence, predict their binding affinity value. This is MHC class II binding data. (1) The peptide sequence is YDKFLANASTVLTGK. The MHC is DRB1_0405 with pseudo-sequence DRB1_0405. The binding affinity (normalized) is 0.552. (2) The peptide sequence is IILFLTLIVFTSCEL. The MHC is DRB1_0101 with pseudo-sequence DRB1_0101. The binding affinity (normalized) is 0.185. (3) The peptide sequence is VTSAPDTRPAP. The MHC is DRB1_0901 with pseudo-sequence DRB1_0901. The binding affinity (normalized) is 0. (4) The peptide sequence is YLQMNSLRAEDTAVY. The MHC is DRB1_0901 with pseudo-sequence DRB1_0901. The binding affinity (normalized) is 0.435. (5) The peptide sequence is ENVKMEDVGYPIIID. The MHC is DRB1_1001 with pseudo-sequence DRB1_1001. The binding affinity (normalized) is 0.350. (6) The binding affinity (normalized) is 0.710. The MHC is HLA-DPA10201-DPB10101 with pseudo-sequence HLA-DPA10201-DPB10101. The peptide sequence is EKKYHAATQFEPLAA. (7) The peptide sequence is KPVSQMRMATPLLM. The MHC is H-2-IAd with pseudo-sequence H-2-IAd. The binding affinity (normalized) is 0.566. (8) The peptide sequence is FEEYLVQLIGKDGDD. The MHC is DRB1_0101 with pseudo-sequence DRB1_0101. The binding affinity (normalized) is 0.524.